Task: Predict the product of the given reaction.. Dataset: Forward reaction prediction with 1.9M reactions from USPTO patents (1976-2016) (1) Given the reactants [Br:1][C:2]1[CH:3]=[C:4]([CH:8]=[CH:9][C:10]=1[CH3:11])[C:5](O)=[O:6].C(Cl)(=O)C(Cl)=O.C[N:19](C)C=O, predict the reaction product. The product is: [Br:1][C:2]1[CH:3]=[C:4]([CH:8]=[CH:9][C:10]=1[CH3:11])[C:5]([NH2:19])=[O:6]. (2) The product is: [Cl:27][C:22]1[CH:23]=[CH:24][CH:25]=[CH:26][C:21]=1[N:17]([CH2:18][CH2:19][OH:20])[C:15]([C:13]1[S:12][C:11]2[C:5]3[CH:4]=[CH:3][C:2]([C:38]([NH:37][CH3:36])=[O:30])=[CH:28][C:6]=3[O:7][CH2:8][CH2:9][C:10]=2[CH:14]=1)=[O:16]. Given the reactants Br[C:2]1[CH:3]=[CH:4][C:5]2[C:11]3[S:12][C:13]([C:15]([N:17]([C:21]4[CH:26]=[CH:25][CH:24]=[CH:23][C:22]=4[Cl:27])[CH2:18][CH2:19][OH:20])=[O:16])=[CH:14][C:10]=3[CH2:9][CH2:8][O:7][C:6]=2[CH:28]=1.C[OH:30].CN.C1CCN2[C:36](=[N:37][CH2:38]CC2)CC1, predict the reaction product.